This data is from Forward reaction prediction with 1.9M reactions from USPTO patents (1976-2016). The task is: Predict the product of the given reaction. (1) Given the reactants C([O:5][C:6](=[O:21])[CH2:7][C@@:8]1([CH2:17][N+:18]([O-])=O)[CH2:14][C@@H:13]2[C@H:9]1[CH:10]=[C:11]([CH2:15][CH3:16])[CH2:12]2)(C)(C)C.[Cl-].[NH4+].CC(OC(OC(OC(C)(C)C)=O)=O)(C)C.C(N(CC)CC)C, predict the reaction product. The product is: [NH2:18][CH2:17][C@:8]1([CH2:7][C:6]([OH:21])=[O:5])[CH2:14][C@@H:13]2[C@H:9]1[CH:10]=[C:11]([CH2:15][CH3:16])[CH2:12]2. (2) Given the reactants C=C[C@H](O)C#[C:5][C:6]#[C:7][CH2:8][C@H:9](O)[C@@H:10]([OH:18])[CH2:11][CH2:12]CCCCC.C(Cl)(Cl)Cl, predict the reaction product. The product is: [CH2:12]=[CH:11][CH:10]([OH:18])[C:9]#[C:8][C:7]#[C:6][CH3:5].